From a dataset of NCI-60 drug combinations with 297,098 pairs across 59 cell lines. Regression. Given two drug SMILES strings and cell line genomic features, predict the synergy score measuring deviation from expected non-interaction effect. (1) Drug 1: C1=NC2=C(N=C(N=C2N1C3C(C(C(O3)CO)O)O)F)N. Drug 2: CNC(=O)C1=NC=CC(=C1)OC2=CC=C(C=C2)NC(=O)NC3=CC(=C(C=C3)Cl)C(F)(F)F. Cell line: HT29. Synergy scores: CSS=0.571, Synergy_ZIP=-1.67, Synergy_Bliss=-4.03, Synergy_Loewe=-9.87, Synergy_HSA=-5.38. (2) Drug 1: CC1=C2C(C(=O)C3(C(CC4C(C3C(C(C2(C)C)(CC1OC(=O)C(C(C5=CC=CC=C5)NC(=O)OC(C)(C)C)O)O)OC(=O)C6=CC=CC=C6)(CO4)OC(=O)C)OC)C)OC. Drug 2: C1=CN(C(=O)N=C1N)C2C(C(C(O2)CO)O)O.Cl. Cell line: BT-549. Synergy scores: CSS=62.0, Synergy_ZIP=2.68, Synergy_Bliss=1.53, Synergy_Loewe=2.50, Synergy_HSA=5.55. (3) Drug 1: CCCS(=O)(=O)NC1=C(C(=C(C=C1)F)C(=O)C2=CNC3=C2C=C(C=N3)C4=CC=C(C=C4)Cl)F. Drug 2: C1CCC(CC1)NC(=O)N(CCCl)N=O. Cell line: A498. Synergy scores: CSS=26.0, Synergy_ZIP=-0.813, Synergy_Bliss=8.72, Synergy_Loewe=6.20, Synergy_HSA=7.28. (4) Cell line: MALME-3M. Synergy scores: CSS=18.4, Synergy_ZIP=25.4, Synergy_Bliss=24.8, Synergy_Loewe=13.1, Synergy_HSA=19.1. Drug 2: CCN(CC)CCCC(C)NC1=C2C=C(C=CC2=NC3=C1C=CC(=C3)Cl)OC. Drug 1: CN(C)C1=NC(=NC(=N1)N(C)C)N(C)C. (5) Drug 1: C1CN1C2=NC(=NC(=N2)N3CC3)N4CC4. Drug 2: C1CN(P(=O)(OC1)NCCCl)CCCl. Cell line: HL-60(TB). Synergy scores: CSS=54.9, Synergy_ZIP=2.68, Synergy_Bliss=3.67, Synergy_Loewe=-39.7, Synergy_HSA=3.21. (6) Cell line: DU-145. Synergy scores: CSS=3.90, Synergy_ZIP=-4.46, Synergy_Bliss=0.508, Synergy_Loewe=-2.89, Synergy_HSA=-1.71. Drug 2: CC12CCC3C(C1CCC2OP(=O)(O)O)CCC4=C3C=CC(=C4)OC(=O)N(CCCl)CCCl.[Na+]. Drug 1: CS(=O)(=O)CCNCC1=CC=C(O1)C2=CC3=C(C=C2)N=CN=C3NC4=CC(=C(C=C4)OCC5=CC(=CC=C5)F)Cl. (7) Drug 1: CC12CCC(CC1=CCC3C2CCC4(C3CC=C4C5=CN=CC=C5)C)O. Drug 2: C1=C(C(=O)NC(=O)N1)F. Cell line: UO-31. Synergy scores: CSS=33.1, Synergy_ZIP=-2.48, Synergy_Bliss=-2.56, Synergy_Loewe=1.05, Synergy_HSA=2.17.